From a dataset of Forward reaction prediction with 1.9M reactions from USPTO patents (1976-2016). Predict the product of the given reaction. Given the reactants [NH2:1][C:2]1[N:10]=[CH:9][N:8]=[C:7]2[C:3]=1[N:4]([C:25]1[CH:30]=[CH:29][C:28]([O:31][C:32]3[CH:37]=[CH:36][CH:35]=[CH:34][CH:33]=3)=[CH:27][CH:26]=1)[C:5](=[O:24])[N:6]2[C@@H:11]1[CH2:16][CH2:15][CH2:14][N:13](C(OC(C)(C)C)=O)[CH2:12]1.C(O)(C(F)(F)F)=O, predict the reaction product. The product is: [NH2:1][C:2]1[N:10]=[CH:9][N:8]=[C:7]2[C:3]=1[N:4]([C:25]1[CH:26]=[CH:27][C:28]([O:31][C:32]3[CH:37]=[CH:36][CH:35]=[CH:34][CH:33]=3)=[CH:29][CH:30]=1)[C:5](=[O:24])[N:6]2[C@@H:11]1[CH2:16][CH2:15][CH2:14][NH:13][CH2:12]1.